This data is from Peptide-MHC class II binding affinity with 134,281 pairs from IEDB. The task is: Regression. Given a peptide amino acid sequence and an MHC pseudo amino acid sequence, predict their binding affinity value. This is MHC class II binding data. (1) The peptide sequence is SPEVIPMFSALSE. The MHC is HLA-DQA10301-DQB10301 with pseudo-sequence HLA-DQA10301-DQB10301. The binding affinity (normalized) is 0.424. (2) The peptide sequence is GPLRISASSAAQRRG. The MHC is HLA-DQA10201-DQB10303 with pseudo-sequence HLA-DQA10201-DQB10303. The binding affinity (normalized) is 0.520. (3) The peptide sequence is PNLYNIRNLHIPEVC. The MHC is DRB1_0701 with pseudo-sequence DRB1_0701. The binding affinity (normalized) is 0.787.